This data is from Reaction yield outcomes from USPTO patents with 853,638 reactions. The task is: Predict the reaction yield, written as a fraction of the theoretical maximum amount of product (1.0 means a 100% yield; for example, 0.34 means a 34% yield). (1) The reactants are [CH2:1]([N:3]([C:6]1[CH:7]=[C:8]([OH:12])[CH:9]=[CH:10][CH:11]=1)[CH2:4][CH3:5])[CH3:2].[C:13]1(=O)[O:18][C:16](=[O:17])[C:15]2=[CH:19][CH:20]=[CH:21][CH:22]=[C:14]12. The catalyst is [Cl-].[Zn+2].[Cl-]. The product is [OH:12][C:8]1[CH:9]=[CH:10][C:11]([C:13]2([C:11]3[CH:10]=[CH:9][C:8]([OH:12])=[CH:7][C:6]=3[N:3]([CH2:4][CH3:5])[CH2:1][CH3:2])[C:14]3[C:15](=[CH:19][CH:20]=[CH:21][CH:22]=3)[C:16](=[O:17])[O:18]2)=[C:6]([N:3]([CH2:4][CH3:5])[CH2:1][CH3:2])[CH:7]=1. The yield is 0.930. (2) The reactants are [S:1]1[C:5]2[CH:6]=[CH:7][CH:8]=[CH:9][C:4]=2[CH:3]=[C:2]1[C:10]([NH:12][C@H:13]([C:18]([OH:20])=O)[CH2:14][CH:15]([CH3:17])[CH3:16])=[O:11].[Cl:21][C:22]1[CH:27]=[C:26]([F:28])[CH:25]=[CH:24][C:23]=1[S:29]([NH:32][C@@H:33]([C:38]([O:40][CH3:41])=[O:39])[CH2:34][CH2:35][CH2:36][NH2:37])(=[O:31])=[O:30].CCN=C=NCCCN(C)C.Cl.CN1CCOCC1. The catalyst is C(Cl)Cl.C1C=C2C(N(O)N=NC2=CC=1)=O. The product is [S:1]1[C:5]2[CH:6]=[CH:7][CH:8]=[CH:9][C:4]=2[CH:3]=[C:2]1[C:10]([NH:12][C@H:13]([C:18]([NH:37][CH2:36][CH2:35][CH2:34][C@H:33]([C:38]([O:40][CH3:41])=[O:39])[NH:32][S:29]([C:23]1[CH:24]=[CH:25][C:26]([F:28])=[CH:27][C:22]=1[Cl:21])(=[O:30])=[O:31])=[O:20])[CH2:14][CH:15]([CH3:16])[CH3:17])=[O:11]. The yield is 0.830.